Dataset: Catalyst prediction with 721,799 reactions and 888 catalyst types from USPTO. Task: Predict which catalyst facilitates the given reaction. The catalyst class is: 322. Reactant: FC(F)(F)C(O)=O.C(O[C:13]([N:15]1[CH2:20][CH2:19][CH2:18][CH:17]([CH2:21][CH2:22][CH:23]([CH3:33])[C:24]([NH:26][C:27]2[CH:32]=[CH:31][CH:30]=[CH:29][CH:28]=2)=[O:25])[CH2:16]1)=O)(C)(C)C.[C:34]1([CH2:40]C=O)[CH:39]=[CH:38][CH:37]=[CH:36][CH:35]=1.[BH-](OC(C)=O)(OC(C)=O)OC(C)=O.[Na+].C([O-])([O-])=O.[K+].[K+]. Product: [CH2:13]([N:15]1[CH2:20][CH2:19][CH2:18][CH:17]([CH2:21][CH2:22][CH:23]([CH3:33])[C:24]([NH:26][C:27]2[CH:28]=[CH:29][CH:30]=[CH:31][CH:32]=2)=[O:25])[CH2:16]1)[CH2:40][C:34]1[CH:39]=[CH:38][CH:37]=[CH:36][CH:35]=1.